This data is from Catalyst prediction with 721,799 reactions and 888 catalyst types from USPTO. The task is: Predict which catalyst facilitates the given reaction. (1) Product: [Cl:3][CH2:6][CH2:7][C:8]1[C:9]([CH3:28])=[N:10][C:11]2[N:12]([C:15]([CH3:27])=[N:16][C:17]=2[C:18]2[C:23]([CH3:24])=[CH:22][C:21]([CH3:25])=[CH:20][C:19]=2[CH3:26])[C:13]=1[OH:14]. The catalyst class is: 11. Reactant: S(Cl)([Cl:3])=O.O[CH2:6][CH2:7][C:8]1[C:9]([CH3:28])=[N:10][C:11]2[N:12]([C:15]([CH3:27])=[N:16][C:17]=2[C:18]2[C:23]([CH3:24])=[CH:22][C:21]([CH3:25])=[CH:20][C:19]=2[CH3:26])[C:13]=1[OH:14]. (2) Reactant: [C:1]([O:5][C:6]([N:8]1[CH2:13][CH2:12][C@:11]([OH:39])([C:14]2[CH:19]=[CH:18][C:17]([O:20][CH2:21][CH2:22][CH2:23][O:24][CH3:25])=[CH:16][C:15]=2[CH2:26][CH2:27][O:28][Si:29]([CH:36]([CH3:38])[CH3:37])([CH:33]([CH3:35])[CH3:34])[CH:30]([CH3:32])[CH3:31])[C@@H:10]([O:40][CH2:41][C:42]2[CH:43]=[CH:44][C:45]3[O:50][CH2:49][C:48](=O)[N:47]([CH2:52][CH2:53][CH2:54][O:55][CH3:56])[C:46]=3[CH:57]=2)[CH2:9]1)=[O:7])([CH3:4])([CH3:3])[CH3:2].B.C1COCC1.CO. Product: [C:1]([O:5][C:6]([N:8]1[CH2:13][CH2:12][C@:11]([OH:39])([C:14]2[CH:19]=[CH:18][C:17]([O:20][CH2:21][CH2:22][CH2:23][O:24][CH3:25])=[CH:16][C:15]=2[CH2:26][CH2:27][O:28][Si:29]([CH:33]([CH3:34])[CH3:35])([CH:36]([CH3:37])[CH3:38])[CH:30]([CH3:32])[CH3:31])[C@@H:10]([O:40][CH2:41][C:42]2[CH:43]=[CH:44][C:45]3[O:50][CH2:49][CH2:48][N:47]([CH2:52][CH2:53][CH2:54][O:55][CH3:56])[C:46]=3[CH:57]=2)[CH2:9]1)=[O:7])([CH3:3])([CH3:4])[CH3:2]. The catalyst class is: 1. (3) Reactant: [C:1]([CH2:9][C:10]([O:12]CC)=O)(=O)[C:2]1[CH:7]=[CH:6][CH:5]=[CH:4][CH:3]=1.[NH:15]([C:17]1[S:18][C:19]2[CH:25]=[CH:24][CH:23]=[CH:22][C:20]=2[N:21]=1)[NH2:16]. Product: [S:18]1[C:19]2[CH:25]=[CH:24][CH:23]=[CH:22][C:20]=2[N:21]=[C:17]1[N:15]1[C:10](=[O:12])[CH:9]=[C:1]([C:2]2[CH:3]=[CH:4][CH:5]=[CH:6][CH:7]=2)[NH:16]1. The catalyst class is: 8. (4) Reactant: [Br:1][C:2]1[CH:7]=[CH:6][C:5]([SH:8])=[CH:4][CH:3]=1.Cl[C:10]([CH2:12]Cl)=[CH2:11].C(=O)([O-])[O-].[K+].[K+]. Product: [Br:1][C:2]1[CH:7]=[CH:6][C:5]2[S:8][C:10]([CH3:12])=[CH:11][C:4]=2[CH:3]=1. The catalyst class is: 21.